Dataset: Forward reaction prediction with 1.9M reactions from USPTO patents (1976-2016). Task: Predict the product of the given reaction. (1) Given the reactants [O:1]([CH2:9][C:10]1[CH:11]=[CH:12][C:13]2[S:18][C:17]3[N:19]=[CH:20][CH:21]=[N:22][C:16]=3[NH:15][C:14]=2[CH:23]=1)[Si:2]([C:5]([CH3:8])([CH3:7])[CH3:6])([CH3:4])[CH3:3].[C:24](Cl)(=[O:27])[O:25][CH3:26], predict the reaction product. The product is: [CH3:26][O:25][C:24]([N:15]1[C:14]2[CH:23]=[C:10]([CH2:9][O:1][Si:2]([C:5]([CH3:6])([CH3:7])[CH3:8])([CH3:4])[CH3:3])[CH:11]=[CH:12][C:13]=2[S:18][C:17]2[N:19]=[CH:20][CH:21]=[N:22][C:16]1=2)=[O:27]. (2) The product is: [OH:46][C:27]([CH3:45])([CH3:26])[CH2:28][N:29]([CH2:30][CH2:31][CH2:32][S:33]([CH2:35][CH2:36][CH2:37][C:38]([F:44])([F:43])[C:39]([F:40])([F:41])[F:42])=[O:34])[CH2:2][CH2:3][CH2:4][CH2:5][CH2:6][CH2:7][C:8]1[C:14]2[CH:15]=[CH:16][C:17]([OH:19])=[CH:18][C:13]=2[CH2:12][CH2:11][CH2:10][C:9]=1[C:20]1[CH:25]=[CH:24][CH:23]=[CH:22][CH:21]=1. Given the reactants Br[CH2:2][CH2:3][CH2:4][CH2:5][CH2:6][CH2:7][C:8]1[C:14]2[CH:15]=[CH:16][C:17]([OH:19])=[CH:18][C:13]=2[CH2:12][CH2:11][CH2:10][C:9]=1[C:20]1[CH:25]=[CH:24][CH:23]=[CH:22][CH:21]=1.[CH3:26][C:27]([OH:46])([CH3:45])[CH2:28][NH:29][CH2:30][CH2:31][CH2:32][S:33]([CH2:35][CH2:36][CH2:37][C:38]([F:44])([F:43])[C:39]([F:42])([F:41])[F:40])=[O:34], predict the reaction product. (3) Given the reactants [N+:1]([C:4]1[CH:5]=[CH:6][C:7]([N:10]2[CH2:14][CH2:13][CH2:12][CH2:11]2)=[N:8][CH:9]=1)([O-])=O, predict the reaction product. The product is: [N:10]1([C:7]2[N:8]=[CH:9][C:4]([NH2:1])=[CH:5][CH:6]=2)[CH2:14][CH2:13][CH2:12][CH2:11]1. (4) Given the reactants [CH2:1]([O:8][C:9]([NH:11][C@H:12]1[CH2:16][CH2:15][N:14]([C@H:17]2[CH2:22][CH2:21][C@@H:20]([NH:23][C:24]([CH3:27])([CH3:26])[CH3:25])[CH2:19][C@H:18]2[C:28]([O:30][CH3:31])=[O:29])[C:13]1=[O:32])=[O:10])[C:2]1[CH:7]=[CH:6][CH:5]=[CH:4][CH:3]=1.C=O.[BH-](OC(C)=O)(OC(C)=O)O[C:37](C)=O.[Na+], predict the reaction product. The product is: [CH2:1]([O:8][C:9]([NH:11][C@H:12]1[CH2:16][CH2:15][N:14]([C@H:17]2[CH2:22][CH2:21][C@@H:20]([N:23]([C:24]([CH3:27])([CH3:26])[CH3:25])[CH3:37])[CH2:19][C@H:18]2[C:28]([O:30][CH3:31])=[O:29])[C:13]1=[O:32])=[O:10])[C:2]1[CH:7]=[CH:6][CH:5]=[CH:4][CH:3]=1. (5) Given the reactants [S:1]1[C:5]2=[N:6][CH:7]=[CH:8][N:4]2[C:3]([NH:9][CH2:10][CH2:11][CH2:12][CH2:13][CH2:14][CH2:15][NH2:16])=[N:2]1.[C:17]1([S:27](Cl)(=[O:29])=[O:28])[C:26]2[C:21](=[CH:22][CH:23]=[CH:24][CH:25]=2)[CH:20]=[CH:19][CH:18]=1, predict the reaction product. The product is: [S:1]1[C:5]2=[N:6][CH:7]=[CH:8][N:4]2[C:3]([NH:9][CH2:10][CH2:11][CH2:12][CH2:13][CH2:14][CH2:15][NH:16][S:27]([C:17]2[C:26]3[C:21](=[CH:22][CH:23]=[CH:24][CH:25]=3)[CH:20]=[CH:19][CH:18]=2)(=[O:29])=[O:28])=[N:2]1.